Task: Predict the reactants needed to synthesize the given product.. Dataset: Full USPTO retrosynthesis dataset with 1.9M reactions from patents (1976-2016) (1) Given the product [O:2]1[C:6]2[CH:7]=[CH:8][CH:9]=[C:10]([CH:11]3[CH2:16][CH2:15][N:14]([CH2:17][CH2:18][C@H:19]4[CH2:20][CH2:21][C@H:22]([NH:25][C:31]([CH:27]5[CH2:28][CH2:29][CH2:30][O:26]5)=[O:32])[CH2:23][CH2:24]4)[CH2:13][CH2:12]3)[C:5]=2[O:4][CH2:3]1, predict the reactants needed to synthesize it. The reactants are: Cl.[O:2]1[C:6]2[CH:7]=[CH:8][CH:9]=[C:10]([CH:11]3[CH2:16][CH2:15][N:14]([CH2:17][CH2:18][C@H:19]4[CH2:24][CH2:23][C@H:22]([NH2:25])[CH2:21][CH2:20]4)[CH2:13][CH2:12]3)[C:5]=2[O:4][CH2:3]1.[O:26]1[CH2:30][CH2:29][CH2:28][CH:27]1[C:31](O)=[O:32]. (2) Given the product [CH:25]1([NH:28][C:7]([CH:5]2[CH:4]([CH2:1][CH2:2][CH3:3])[O:6]2)=[O:9])[CH2:27][CH2:26]1, predict the reactants needed to synthesize it. The reactants are: [CH2:1]([CH:4]1[O:6][CH:5]1[C:7]([OH:9])=O)[CH2:2][CH3:3].CN1CCOCC1.ClC(OCC(C)C)=O.[CH:25]1([NH2:28])[CH2:27][CH2:26]1.[OH-].[Na+].